From a dataset of Full USPTO retrosynthesis dataset with 1.9M reactions from patents (1976-2016). Predict the reactants needed to synthesize the given product. (1) Given the product [CH3:1][O:2][CH2:3][CH2:4][CH2:5][O:6][C:7]1[CH:8]=[C:9]([CH:32]=[CH:33][C:34]=1[O:35][CH3:36])[CH2:10][C@H:11]([CH:29]([CH3:31])[CH3:30])[CH2:12][C@H:13]([NH2:28])[C@@H:14]([OH:27])[CH2:15][NH:16][C:17]([NH:19][CH2:20][C:21]([C:24](=[O:26])[NH2:25])([CH3:22])[CH3:23])=[O:18].[ClH:37], predict the reactants needed to synthesize it. The reactants are: [CH3:1][O:2][CH2:3][CH2:4][CH2:5][O:6][C:7]1[CH:8]=[C:9]([CH:32]=[CH:33][C:34]=1[O:35][CH3:36])[CH2:10][C@H:11]([CH:29]([CH3:31])[CH3:30])[CH2:12][C@H:13]([NH2:28])[C@@H:14]([OH:27])[CH2:15][NH:16][C:17]([NH:19][CH2:20][C:21]([C:24](=[O:26])[NH2:25])([CH3:23])[CH3:22])=[O:18].[ClH:37].O1CCOCC1. (2) The reactants are: [Cl:1][C:2]1[N:7]=[C:6](Cl)[CH:5]=[C:4]([CH2:9][CH2:10][CH3:11])[N:3]=1.[C:12]([O:16][C:17]([NH:19][C@H:20]1[CH2:25][CH2:24][CH2:23][NH:22][CH2:21]1)=[O:18])([CH3:15])([CH3:14])[CH3:13]. Given the product [Cl:1][C:2]1[N:7]=[C:6]([N:22]2[CH2:23][CH2:24][CH2:25][C@H:20]([NH:19][C:17](=[O:18])[O:16][C:12]([CH3:14])([CH3:13])[CH3:15])[CH2:21]2)[CH:5]=[C:4]([CH2:9][CH2:10][CH3:11])[N:3]=1, predict the reactants needed to synthesize it. (3) Given the product [OH:21][C@H:19]([CH3:20])[CH2:18][CH2:17][CH2:16][CH2:15][N:10]1[C:11](=[O:14])[C:12]2[N:13]3[CH2:2][CH2:3][S:4][C:5]3=[N:6][C:7]=2[N:8]([CH3:23])[C:9]1=[O:22], predict the reactants needed to synthesize it. The reactants are: Cl[CH2:2][CH2:3][S:4][C:5]1[NH:13][C:12]2[C:11](=[O:14])[N:10]([CH2:15][CH2:16][CH2:17][CH2:18][C@H:19]([OH:21])[CH3:20])[C:9](=[O:22])[N:8]([CH3:23])[C:7]=2[N:6]=1.C(=O)([O-])[O-].[K+].[K+]. (4) The reactants are: [Cl:1][C:2]1[C:7]([O:8][CH3:9])=[CH:6][C:5]([O:10][CH3:11])=[C:4]([Cl:12])[C:3]=1[C:13]1[C:24](=[O:25])[N:23]([CH2:26][CH2:27][NH:28][CH:29]2[CH2:32][N:31]([C:33]([O:35][C:36]([CH3:39])([CH3:38])[CH3:37])=[O:34])[CH2:30]2)[C:16]2[N:17]=[C:18]([S:21][CH3:22])[N:19]=[CH:20][C:15]=2[CH:14]=1.[C:40](O[C:40]([C:42]([F:45])([F:44])[F:43])=[O:41])([C:42]([F:45])([F:44])[F:43])=[O:41].O. Given the product [Cl:12][C:4]1[C:5]([O:10][CH3:11])=[CH:6][C:7]([O:8][CH3:9])=[C:2]([Cl:1])[C:3]=1[C:13]1[C:24](=[O:25])[N:23]([CH2:26][CH2:27][N:28]([CH:29]2[CH2:32][N:31]([C:33]([O:35][C:36]([CH3:39])([CH3:38])[CH3:37])=[O:34])[CH2:30]2)[C:40](=[O:41])[C:42]([F:45])([F:44])[F:43])[C:16]2[N:17]=[C:18]([S:21][CH3:22])[N:19]=[CH:20][C:15]=2[CH:14]=1, predict the reactants needed to synthesize it. (5) Given the product [Cl:41][C:39]1[CH:38]=[CH:37][N:36]=[C:4]([C@@H:8]2[C@@H:12]([C:13]3[CH:14]=[CH:15][CH:16]=[C:17]([F:19])[CH:18]=3)[O:11][C:10](=[O:21])[NH:9]2)[N:40]=1, predict the reactants needed to synthesize it. The reactants are: BrC1C=[C:4]([C@@H:8]2[C@@H:12]([C:13]3[CH:18]=[C:17]([F:19])[CH:16]=[CH:15][C:14]=3F)[O:11][C:10](=[O:21])[NH:9]2)C=NC=1.Cl.Cl.N[C@H](C1[N:40]=[C:39]([Cl:41])[CH:38]=[CH:37][N:36]=1)[C@@H](C1C=CC=C(F)C=1)O.O.C(O)(C(F)(F)F)=O. (6) The reactants are: [OH-].[Na+].[CH3:3][O:4][CH2:5][CH2:6][O:7][CH2:8][O:9][C:10]1[CH:11]=[C:12]2[C:17](=[CH:18][CH:19]=1)[CH:16]=[C:15]([C:20]([O:22]C)=[O:21])[CH:14]=[CH:13]2.Cl. Given the product [CH3:3][O:4][CH2:5][CH2:6][O:7][CH2:8][O:9][C:10]1[CH:11]=[C:12]2[C:17](=[CH:18][CH:19]=1)[CH:16]=[C:15]([C:20]([OH:22])=[O:21])[CH:14]=[CH:13]2, predict the reactants needed to synthesize it. (7) Given the product [ClH:30].[CH3:14][O:15][C:16](=[O:27])/[CH:17]=[CH:18]/[C:19]1[CH:20]=[CH:21][C:22]([CH2:25][NH:6][CH2:5][CH2:4][C:3]2[C:7]3[C:12](=[CH:11][CH:10]=[CH:9][CH:8]=3)[NH:13][C:2]=2[CH3:1])=[CH:23][CH:24]=1, predict the reactants needed to synthesize it. The reactants are: [CH3:1][C:2]1[NH:13][C:12]2[C:7](=[CH:8][CH:9]=[CH:10][CH:11]=2)[C:3]=1[CH2:4][CH2:5][NH2:6].[CH3:14][O:15][C:16](=[O:27])/[CH:17]=[CH:18]/[C:19]1[CH:24]=[CH:23][C:22]([CH:25]=O)=[CH:21][CH:20]=1.[BH4-].[Na+].[ClH:30].